Dataset: Full USPTO retrosynthesis dataset with 1.9M reactions from patents (1976-2016). Task: Predict the reactants needed to synthesize the given product. (1) The reactants are: [C:1]1([C:7]2[C:11]([C:12]([F:15])([F:14])[F:13])=[C:10]([C:16]3[O:17][C:18]4[C:28]5[C:23](=[CH:24][C:25]([CH:29]=C)=[CH:26][CH:27]=5)[CH2:22][CH2:21][C:19]=4[N:20]=3)[O:9][N:8]=2)[CH:6]=[CH:5][CH:4]=[CH:3][CH:2]=1.CN1CC[O+:35]([O-])CC1.I([O-])(=O)(=O)=O.[Na+]. Given the product [C:1]1([C:7]2[C:11]([C:12]([F:15])([F:13])[F:14])=[C:10]([C:16]3[O:17][C:18]4[C:28]5[C:23](=[CH:24][C:25]([CH:29]=[O:35])=[CH:26][CH:27]=5)[CH2:22][CH2:21][C:19]=4[N:20]=3)[O:9][N:8]=2)[CH:6]=[CH:5][CH:4]=[CH:3][CH:2]=1, predict the reactants needed to synthesize it. (2) Given the product [CH:63]([OH:65])=[O:64].[Cl:19][C:20]1[CH:32]=[CH:31][C:23]2[CH:24]=[C:25]([S:27]([NH:1][C@H:2]3[CH2:6][CH2:5][N:4]([C:7]4[CH:8]=[C:9]5[C:14](=[CH:15][CH:16]=4)[CH2:13][N:12]([CH3:17])[CH2:11][CH2:10]5)[C:3]3=[O:18])(=[O:28])=[O:29])[S:26][C:22]=2[CH:21]=1, predict the reactants needed to synthesize it. The reactants are: [NH2:1][C@H:2]1[CH2:6][CH2:5][N:4]([C:7]2[CH:8]=[C:9]3[C:14](=[CH:15][CH:16]=2)[CH2:13][N:12]([CH3:17])[CH2:11][CH2:10]3)[C:3]1=[O:18].[Cl:19][C:20]1[CH:32]=[CH:31][C:23]2[CH:24]=[C:25]([S:27](Cl)(=[O:29])=[O:28])[S:26][C:22]=2[CH:21]=1.ClC1C=C2C(=CC=1)C=C(S(N[C@H]1CCN(C3C=C4C(=CC=3)CN([C:63]([O:65]C(C)(C)C)=[O:64])CC4)C1=O)(=O)=O)C=C2. (3) Given the product [CH2:16]([O:18][C:19](=[O:23])[CH2:20][N:21]([CH3:22])[CH:1]=[C:3]([C:6]1[C:11]([CH3:12])=[CH:10][C:9]([CH3:13])=[CH:8][C:7]=1[CH3:14])[C:4]#[N:5])[CH3:17], predict the reactants needed to synthesize it. The reactants are: [CH:1]([CH:3]([C:6]1[C:11]([CH3:12])=[CH:10][C:9]([CH3:13])=[CH:8][C:7]=1[CH3:14])[C:4]#[N:5])=O.Cl.[CH2:16]([O:18][C:19](=[O:23])[CH2:20][NH:21][CH3:22])[CH3:17]. (4) Given the product [OH:1][C:2]1[CH:7]=[C:6]([CH3:8])[N:5]([CH3:9])[C:4](=[O:10])[C:3]=1[C:11](=[O:31])[CH:12]=[CH:13][C:14]1[CH:19]=[CH:18][CH:17]=[C:16]([O:20][CH2:21][CH2:22][NH2:23])[CH:15]=1, predict the reactants needed to synthesize it. The reactants are: [OH:1][C:2]1[CH:7]=[C:6]([CH3:8])[N:5]([CH3:9])[C:4](=[O:10])[C:3]=1[C:11](=[O:31])[CH:12]=[CH:13][C:14]1[CH:19]=[CH:18][CH:17]=[C:16]([O:20][CH2:21][CH2:22][NH:23]C(OC(C)(C)C)=O)[CH:15]=1.[I-].C[SiH](C)C.